From a dataset of Catalyst prediction with 721,799 reactions and 888 catalyst types from USPTO. Predict which catalyst facilitates the given reaction. (1) Reactant: [CH3:1][NH:2][C@H:3]([C:7]([NH:9][C@H:10]([C:14]([N:16]([C@@H:18]([C@@H:57]([CH3:60])[CH2:58][CH3:59])[C@H:19]([O:55][CH3:56])[CH2:20][C:21]([N:23]1[CH2:27][CH2:26][CH2:25][C@H:24]1[C@H:28]([O:53][CH3:54])[C@@H:29]([CH3:52])[C:30]([NH:32][C@@H:33]([CH2:42][C:43]1[C:51]2[C:46](=[CH:47][CH:48]=[CH:49][CH:50]=2)[NH:45][CH:44]=1)[C:34]([N:36]1[CH2:41][CH2:40][CH2:39][CH2:38][O:37]1)=[O:35])=[O:31])=[O:22])[CH3:17])=[O:15])[CH:11]([CH3:13])[CH3:12])=[O:8])[CH:4]([CH3:6])[CH3:5].O=[CH:62][CH2:63][CH2:64][C:65]([OH:67])=[O:66].C(O)(=O)C. Product: [C:65]([CH2:64][CH2:63][CH2:62][N:2]([CH3:1])[C@H:3]([C:7]([NH:9][C@H:10]([C:14]([N:16]([C@@H:18]([C@@H:57]([CH3:60])[CH2:58][CH3:59])[C@H:19]([O:55][CH3:56])[CH2:20][C:21]([N:23]1[CH2:27][CH2:26][CH2:25][C@H:24]1[C@H:28]([O:53][CH3:54])[C@@H:29]([CH3:52])[C:30]([NH:32][C@@H:33]([CH2:42][C:43]1[C:51]2[C:46](=[CH:47][CH:48]=[CH:49][CH:50]=2)[NH:45][CH:44]=1)[C:34]([N:36]1[CH2:41][CH2:40][CH2:39][CH2:38][O:37]1)=[O:35])=[O:31])=[O:22])[CH3:17])=[O:15])[CH:11]([CH3:12])[CH3:13])=[O:8])[CH:4]([CH3:5])[CH3:6])([OH:67])=[O:66]. The catalyst class is: 5. (2) Reactant: [N+:1]([C:4]1[CH:5]=[C:6]([C:13]([N:15]2[CH2:20][CH2:19][O:18][CH2:17][CH2:16]2)=O)[CH:7]=[CH:8][C:9]=1[N+:10]([O-:12])=[O:11])([O-:3])=[O:2].O1CCCC1.B(F)(F)F.CCOCC.[BH4-].[Na+]. Product: [N+:1]([C:4]1[CH:5]=[C:6]([CH:7]=[CH:8][C:9]=1[N+:10]([O-:12])=[O:11])[CH2:13][N:15]1[CH2:20][CH2:19][O:18][CH2:17][CH2:16]1)([O-:3])=[O:2]. The catalyst class is: 798. (3) Reactant: [Cl:1][C:2]1[CH:3]=[C:4]2[C:9](=[C:10]([C:12]3[CH:17]=[CH:16][C:15]([CH3:18])=[C:14]([F:19])[CH:13]=3)[CH:11]=1)[O:8][CH:7]([C:20]([F:23])([F:22])[F:21])[C:6]([C:24]([OH:26])=[O:25])=[CH:5]2.[OH-].[Na+:28]. Product: [Cl:1][C:2]1[CH:3]=[C:4]2[C:9](=[C:10]([C:12]3[CH:17]=[CH:16][C:15]([CH3:18])=[C:14]([F:19])[CH:13]=3)[CH:11]=1)[O:8][CH:7]([C:20]([F:22])([F:23])[F:21])[C:6]([C:24]([O-:26])=[O:25])=[CH:5]2.[Na+:28]. The catalyst class is: 8. (4) The catalyst class is: 64. Product: [C:1]([O:5][C:6]([N:7]([CH3:8])[C@H:9]1[CH2:10][CH2:11][C@H:12]([C:15]#[C:16][CH2:17][CH2:18][O:19][S:22]([CH3:21])(=[O:24])=[O:23])[CH2:13][CH2:14]1)=[O:20])([CH3:3])([CH3:2])[CH3:4]. Reactant: [C:1]([O:5][C:6](=[O:20])[N:7]([C@H:9]1[CH2:14][CH2:13][C@H:12]([C:15]#[C:16][CH2:17][CH2:18][OH:19])[CH2:11][CH2:10]1)[CH3:8])([CH3:4])([CH3:3])[CH3:2].[CH3:21][S:22](Cl)(=[O:24])=[O:23].N1C=CC=CC=1.O. (5) Reactant: [F:1][C:2]1[CH:7]=[CH:6][C:5]([CH3:8])=[CH:4][C:3]=1[NH:9][NH2:10].C(=O)([O-])[O-].[K+].[K+].[C:17](OCC)(=[O:25])[C:18]#[C:19][C:20]([O:22][CH2:23][CH3:24])=[O:21].Cl. Product: [F:1][C:2]1[CH:7]=[CH:6][C:5]([CH3:8])=[CH:4][C:3]=1[N:9]1[C:17]([OH:25])=[CH:18][C:19]([C:20]([O:22][CH2:23][CH3:24])=[O:21])=[N:10]1. The catalyst class is: 8. (6) Reactant: [F:1][C:2]([F:16])([F:15])[C:3]1[CH:4]=[C:5]([CH:8]=[C:9]([C:11]([F:14])([F:13])[F:12])[CH:10]=1)[CH:6]=O.[CH3:17][C:18]([S@:21]([NH2:23])=[O:22])([CH3:20])[CH3:19].O. Product: [F:1][C:2]([F:16])([F:15])[C:3]1[CH:4]=[C:5]([CH:8]=[C:9]([C:11]([F:14])([F:13])[F:12])[CH:10]=1)[CH:6]=[N:23][S@@:21]([C:18]([CH3:20])([CH3:19])[CH3:17])=[O:22]. The catalyst class is: 2. (7) Reactant: Cl[CH2:2][CH2:3][CH2:4][CH:5]1[O:10][C:9]2[CH:11]=[CH:12][CH:13]=[CH:14][C:8]=2[N:7]([C:15]2[CH:20]=[CH:19][CH:18]=[CH:17][CH:16]=2)[S:6]1(=[O:22])=[O:21].[C:23]1(=[O:33])[NH:27][C:26](=[O:28])[C:25]2=[CH:29][CH:30]=[CH:31][CH:32]=[C:24]12.[K]. Product: [O:21]=[S:6]1(=[O:22])[CH:5]([CH2:4][CH2:3][CH2:2][N:27]2[C:23](=[O:33])[C:24]3[C:25](=[CH:29][CH:30]=[CH:31][CH:32]=3)[C:26]2=[O:28])[O:10][C:9]2[CH:11]=[CH:12][CH:13]=[CH:14][C:8]=2[N:7]1[C:15]1[CH:20]=[CH:19][CH:18]=[CH:17][CH:16]=1. The catalyst class is: 483. (8) Reactant: [C:1]([C:3]1[CH:4]=[C:5]([N:9]2C(=O)[CH2:14][C:13](=[O:17])[NH:12][C:11]3[C:18]4[C:23]([CH:24]=[CH:25][C:10]2=3)=[CH:22][CH:21]=[CH:20][CH:19]=4)[CH:6]=[CH:7][CH:8]=1)#[N:2].Cl.[NH2:27][OH:28].C(N(CC)CC)C.[CH3:36][OH:37]. Product: [OH:28][NH:27][C:1]([C:3]1[CH:4]=[C:5]([N:9]2[C:36](=[O:37])[CH2:14][C:13](=[O:17])[NH:12][C:11]3[C:18]4[C:23]([CH:24]=[CH:25][C:10]2=3)=[CH:22][CH:21]=[CH:20][CH:19]=4)[CH:6]=[CH:7][CH:8]=1)=[NH:2]. The catalyst class is: 1. (9) Reactant: [F:1][C:2]([F:13])([F:12])[O:3][C:4]1[CH:11]=[CH:10][C:7]([CH:8]=[O:9])=[CH:6][CH:5]=1.C(Cl)Cl.OS(O)(=O)=O.[Br:22]N1C(=O)CCC1=O. Product: [Br:22][C:5]1[CH:6]=[C:7]([CH:10]=[CH:11][C:4]=1[O:3][C:2]([F:12])([F:13])[F:1])[CH:8]=[O:9]. The catalyst class is: 67. (10) Reactant: Cl[C:2]1[N:3]=[C:4]([NH:13][C:14]2[CH:19]=[CH:18][C:17]([N:20]3[CH2:25][CH2:24][CH:23]([N:26]4[CH2:31][CH2:30][N:29]([CH3:32])[CH2:28][CH2:27]4)[CH2:22][CH2:21]3)=[CH:16][CH:15]=2)[C:5]([C:10]([NH2:12])=[O:11])=[N:6][C:7]=1[CH2:8][CH3:9].[NH2:33][CH2:34][CH:35]1[CH2:40][CH2:39][N:38]([C:41]([O:43][C:44]([CH3:47])([CH3:46])[CH3:45])=[O:42])[CH2:37][CH2:36]1.C(N(C(C)C)CC)(C)C. Product: [C:10]([C:5]1[N:6]=[C:7]([CH2:8][CH3:9])[C:2]([NH:33][CH2:34][CH:35]2[CH2:40][CH2:39][N:38]([C:41]([O:43][C:44]([CH3:47])([CH3:46])[CH3:45])=[O:42])[CH2:37][CH2:36]2)=[N:3][C:4]=1[NH:13][C:14]1[CH:19]=[CH:18][C:17]([N:20]2[CH2:25][CH2:24][CH:23]([N:26]3[CH2:31][CH2:30][N:29]([CH3:32])[CH2:28][CH2:27]3)[CH2:22][CH2:21]2)=[CH:16][CH:15]=1)(=[O:11])[NH2:12]. The catalyst class is: 60.